From a dataset of Full USPTO retrosynthesis dataset with 1.9M reactions from patents (1976-2016). Predict the reactants needed to synthesize the given product. Given the product [Cl:3][C:4]1[CH:5]=[C:6]([N:10]2[CH:14]=[CH:13][C:12](=[O:15])[N:11]2[CH2:17][C:18]2[C:27]3[C:22](=[C:23]([F:28])[CH:24]=[CH:25][CH:26]=3)[NH:21][C:20](=[O:29])[CH:19]=2)[CH:7]=[CH:8][CH:9]=1, predict the reactants needed to synthesize it. The reactants are: [H-].[Na+].[Cl:3][C:4]1[CH:5]=[C:6]([N:10]2[CH2:14][CH2:13][C:12](=[O:15])[NH:11]2)[CH:7]=[CH:8][CH:9]=1.Br[CH2:17][C:18]1[C:27]2[C:22](=[C:23]([F:28])[CH:24]=[CH:25][CH:26]=2)[NH:21][C:20](=[O:29])[CH:19]=1.O.